From a dataset of Reaction yield outcomes from USPTO patents with 853,638 reactions. Predict the reaction yield, written as a fraction of the theoretical maximum amount of product (1.0 means a 100% yield; for example, 0.34 means a 34% yield). (1) The product is [CH2:56]([NH:57][C:34]([C:10]1[CH:11]=[C:12]([C:23]2[CH:28]=[C:27]([CH:29]([CH3:30])[CH3:31])[CH:26]=[CH:25][C:24]=2[O:32][CH3:33])[C:13]([O:15][CH2:16][C:17]2[CH:18]=[CH:19][CH:20]=[CH:21][CH:22]=2)=[CH:14][C:9]=1[O:8][CH2:1][C:2]1[CH:3]=[CH:4][CH:5]=[CH:6][CH:7]=1)=[O:35])[CH2:55][C:52]1[CH:53]=[CH:54][CH:49]=[CH:50][CH:51]=1. The reactants are [CH2:1]([O:8][C:9]1[CH:14]=[C:13]([O:15][CH2:16][C:17]2[CH:22]=[CH:21][CH:20]=[CH:19][CH:18]=2)[C:12]([C:23]2[CH:28]=[C:27]([CH:29]([CH3:31])[CH3:30])[CH:26]=[CH:25][C:24]=2[O:32][CH3:33])=[CH:11][C:10]=1[C:34](O)=[O:35])[C:2]1[CH:7]=[CH:6][CH:5]=[CH:4][CH:3]=1.C1N=CN(C(N2C=NC=C2)=O)C=1.[CH:49]1[CH:54]=[CH:53][C:52]([CH2:55][CH2:56][NH2:57])=[CH:51][CH:50]=1. The catalyst is CN(C=O)C.O. The yield is 0.940. (2) The reactants are [C:1]1([N:7]([CH:17]([CH3:22])[CH2:18][C:19](O)=[O:20])[S:8]([C:11]2[CH:16]=[CH:15][CH:14]=[CH:13][N:12]=2)(=[O:10])=[O:9])[CH:6]=[CH:5][CH:4]=[CH:3][CH:2]=1.[Al+3].[Cl-].[Cl-].[Cl-].Cl. The catalyst is C(Cl)Cl. The product is [CH3:22][CH:17]1[CH2:18][C:19](=[O:20])[C:2]2[C:1](=[CH:6][CH:5]=[CH:4][CH:3]=2)[N:7]1[S:8]([C:11]1[CH:16]=[CH:15][CH:14]=[CH:13][N:12]=1)(=[O:10])=[O:9]. The yield is 0.980. (3) The reactants are [C:1]([C:3]1[CH:8]=[CH:7][CH:6]=[CH:5][C:4]=1[C:9]1[CH:14]=[CH:13][C:12]([CH2:15][CH:16]([C:22](=O)[CH2:23][CH2:24][CH3:25])[C:17](OCC)=[O:18])=[CH:11][CH:10]=1)#[N:2].[O:27]1[C:31]2([CH2:36][CH2:35][CH:34]([NH:37][C:38]3[NH:42][C:41]([CH3:43])=[N:40][N:39]=3)[CH2:33][CH2:32]2)[O:30][CH2:29][CH2:28]1.C(N(CC)C1C=CC=CC=1)C. The catalyst is C(OCC)(=O)C. The product is [O:27]1[C:31]2([CH2:32][CH2:33][CH:34]([N:37]3[C:17](=[O:18])[C:16]([CH2:15][C:12]4[CH:13]=[CH:14][C:9]([C:4]5[C:3]([C:1]#[N:2])=[CH:8][CH:7]=[CH:6][CH:5]=5)=[CH:10][CH:11]=4)=[C:22]([CH2:23][CH2:24][CH3:25])[N:39]4[N:40]=[C:41]([CH3:43])[N:42]=[C:38]34)[CH2:35][CH2:36]2)[O:30][CH2:29][CH2:28]1. The yield is 0.360. (4) The product is [Cl:28][C:19]1[CH:18]=[CH:17][C:16]([C:14]2[N:6]3[N:7]=[CH:8][C:4]([N+:1]([O-:3])=[O:2])=[C:5]3[N:9]=[CH:12][CH:13]=2)=[CH:21][C:20]=1[N:22]([CH3:27])[S:23]([CH3:26])(=[O:25])=[O:24]. The catalyst is C(O)(=O)C. The reactants are [N+:1]([C:4]1[CH:8]=[N:7][NH:6][C:5]=1[NH2:9])([O-:3])=[O:2].CN(C)[CH:12]=[CH:13][C:14]([C:16]1[CH:17]=[CH:18][C:19]([Cl:28])=[C:20]([N:22]([CH3:27])[S:23]([CH3:26])(=[O:25])=[O:24])[CH:21]=1)=O.C(OCC)(=O)C. The yield is 0.770. (5) The reactants are [Cl:1][C:2]1[C:3]([F:19])=[C:4]([CH:16]=[CH:17][CH:18]=1)[CH2:5][NH:6][C:7](=[NH:15])[CH:8](OCC)OCC.S(=O)(=O)(O)O. No catalyst specified. The product is [Cl:1][C:2]1[C:3]([F:19])=[C:4]2[C:16]([CH:8]=[C:7]([NH2:15])[N:6]=[CH:5]2)=[CH:17][CH:18]=1. The yield is 0.880. (6) The reactants are [C:1]([NH:4][CH2:5][CH2:6][C:7]1[CH:12]=[CH:11][C:10]([C:13]2[CH:14]=[C:15]3[C:19](=[C:20]([C:22]([NH2:24])=[O:23])[CH:21]=2)[NH:18][CH:17]=[C:16]3[CH:25]2[CH2:30][CH2:29][N:28]([S:31]([CH2:34][CH3:35])(=[O:33])=[O:32])[CH2:27][CH2:26]2)=[CH:9][CH:8]=1)(=[O:3])[CH3:2].Br[C:37]1[CH:42]=[CH:41]C(CCNC(=O)C)=[CH:39][CH:38]=1. No catalyst specified. The product is [CH:2]1([C:1]([NH:4][CH2:5][CH2:6][C:7]2[CH:12]=[CH:11][C:10]([C:13]3[CH:14]=[C:15]4[C:19](=[C:20]([C:22]([NH2:24])=[O:23])[CH:21]=3)[NH:18][CH:17]=[C:16]4[CH:25]3[CH2:30][CH2:29][N:28]([S:31]([CH2:34][CH3:35])(=[O:32])=[O:33])[CH2:27][CH2:26]3)=[CH:9][CH:8]=2)=[O:3])[CH2:41][CH2:42][CH2:37][CH2:38][CH2:39]1. The yield is 0.525. (7) The reactants are C([O:8][C:9]1[CH:14]=[CH:13][C:12]([NH:15][C:16]([C:18]2[NH:19][CH:20]=[N:21][CH:22]=2)=[O:17])=[CH:11][CH:10]=1)C1C=CC=CC=1. The catalyst is C(O)(=O)C.[Pd]. The product is [OH:8][C:9]1[CH:14]=[CH:13][C:12]([NH:15][C:16]([C:18]2[NH:19][CH:20]=[N:21][CH:22]=2)=[O:17])=[CH:11][CH:10]=1. The yield is 1.00. (8) The yield is 0.990. The reactants are [N:1]1[CH:6]=[CH:5][CH:4]=[CH:3][C:2]=1[N:7]1[CH2:12][CH2:11][NH:10][CH2:9][CH2:8]1.[C:13]1([CH3:25])[CH:18]=[C:17]([CH3:19])[CH:16]=[C:15]([CH3:20])[C:14]=1[S:21](Cl)(=[O:23])=[O:22]. The product is [N:1]1[CH:6]=[CH:5][CH:4]=[CH:3][C:2]=1[N:7]1[CH2:8][CH2:9][N:10]([S:21]([C:14]2[C:15]([CH3:20])=[CH:16][C:17]([CH3:19])=[CH:18][C:13]=2[CH3:25])(=[O:23])=[O:22])[CH2:11][CH2:12]1. The catalyst is C1COCC1.[Zn]. (9) The reactants are [OH:1][CH:2]1[CH:7]([NH:8]C(=O)OC(C)(C)C)[CH2:6][CH2:5][N:4]([CH2:16][CH2:17][N:18]2[C:27]3[C:22](=[CH:23][CH:24]=[C:25]([O:28][CH3:29])[CH:26]=3)[N:21]=[CH:20][C:19]2=[O:30])[CH2:3]1.FC(F)(F)C(O)=O. No catalyst specified. The product is [NH2:8][CH:7]1[CH2:6][CH2:5][N:4]([CH2:16][CH2:17][N:18]2[C:27]3[C:22](=[CH:23][CH:24]=[C:25]([O:28][CH3:29])[CH:26]=3)[N:21]=[CH:20][C:19]2=[O:30])[CH2:3][CH:2]1[OH:1]. The yield is 0.850. (10) The reactants are Br[C:2]1[N:3]=[C:4]2[C:10]([CH:11]=[O:12])=[CH:9][N:8]([CH2:13][O:14][CH2:15][CH2:16][Si:17]([CH3:20])([CH3:19])[CH3:18])[C:5]2=[N:6][CH:7]=1.[F:21][CH:22]([F:47])[O:23][C:24]1[CH:25]=[C:26]2[C:30](=[CH:31][CH:32]=1)[N:29]([CH3:33])[N:28]=[C:27]2[Sn](CCCC)(CCCC)CCCC. The catalyst is CN(C=O)C.C1C=CC([P]([Pd]([P](C2C=CC=CC=2)(C2C=CC=CC=2)C2C=CC=CC=2)([P](C2C=CC=CC=2)(C2C=CC=CC=2)C2C=CC=CC=2)[P](C2C=CC=CC=2)(C2C=CC=CC=2)C2C=CC=CC=2)(C2C=CC=CC=2)C2C=CC=CC=2)=CC=1.[Cu]I. The product is [F:47][CH:22]([F:21])[O:23][C:24]1[CH:25]=[C:26]2[C:30](=[CH:31][CH:32]=1)[N:29]([CH3:33])[N:28]=[C:27]2[C:2]1[N:3]=[C:4]2[C:10]([CH:11]=[O:12])=[CH:9][N:8]([CH2:13][O:14][CH2:15][CH2:16][Si:17]([CH3:20])([CH3:19])[CH3:18])[C:5]2=[N:6][CH:7]=1. The yield is 0.729.